The task is: Predict the reaction yield, written as a fraction of the theoretical maximum amount of product (1.0 means a 100% yield; for example, 0.34 means a 34% yield).. This data is from Reaction yield outcomes from USPTO patents with 853,638 reactions. (1) The product is [NH2:25][C:24]1[CH:23]=[CH:22][C:19]([C:20]#[N:21])=[CH:18][C:17]=1[NH:16][CH:13]1[CH2:12][CH2:11][N:10]([C@H:7]2[CH2:8][CH2:9][C@H:4]([O:3][CH2:1][CH3:2])[CH2:5][CH2:6]2)[CH2:15][CH2:14]1. The reactants are [CH2:1]([O:3][C@H:4]1[CH2:9][CH2:8][C@H:7]([N:10]2[CH2:15][CH2:14][CH:13]([NH:16][C:17]3[CH:18]=[C:19]([CH:22]=[CH:23][C:24]=3[N+:25]([O-])=O)[C:20]#[N:21])[CH2:12][CH2:11]2)[CH2:6][CH2:5]1)[CH3:2].Cl. The yield is 0.900. The catalyst is C(O)C.O.[Fe]. (2) The reactants are [F:1][C:2]1[CH:10]=[CH:9][CH:8]=[C:7]2[C:3]=1[CH2:4][CH2:5][C:6]2=[O:11].C=O.[C:14]1(B(O)O)C=CC=CC=1.C(O)(C(F)(F)F)=O.C([O-])(O)=O.[Na+]. The catalyst is C1(C)C=CC=CC=1. The product is [F:1][C:2]1[CH:10]=[CH:9][CH:8]=[C:7]2[C:3]=1[CH2:4][C:5](=[CH2:14])[C:6]2=[O:11]. The yield is 0.720. (3) The reactants are [CH2:1]([N:8]1[CH2:13][CH2:12][C:11](=[O:14])[CH2:10][CH2:9]1)[C:2]1[CH:7]=[CH:6][CH:5]=[CH:4][CH:3]=1.Cl.[CH2:16]([O:18][Si](OCC)(OCC)OCC)[CH3:17].C(=O)([O-])[O-].[K+].[K+].[CH2:35](O)[CH3:36]. The product is [CH2:1]([N:8]1[CH2:13][CH2:12][C:11]([O:18][CH2:16][CH3:17])([O:14][CH2:35][CH3:36])[CH2:10][CH2:9]1)[C:2]1[CH:3]=[CH:4][CH:5]=[CH:6][CH:7]=1. The catalyst is O.C(OCC)C. The yield is 0.770. (4) The reactants are [OH:1][C:2]1[CH:24]=[CH:23][C:22]([C:25]([F:28])([F:27])[F:26])=[CH:21][C:3]=1[C:4]([NH:6][C:7]1[CH:12]=[C:11]([C:13]([F:16])([F:15])[F:14])[CH:10]=[C:9]([C:17]([F:20])([F:19])[F:18])[CH:8]=1)=[O:5].[N:29]1([C:35](Cl)=[O:36])[CH2:34][CH2:33][O:32][CH2:31][CH2:30]1. No catalyst specified. The product is [O:32]1[CH2:33][CH2:34][N:29]([C:35]([O:1][C:2]2[CH:24]=[CH:23][C:22]([C:25]([F:26])([F:27])[F:28])=[CH:21][C:3]=2[C:4]([NH:6][C:7]2[CH:12]=[C:11]([C:13]([F:15])([F:16])[F:14])[CH:10]=[C:9]([C:17]([F:18])([F:19])[F:20])[CH:8]=2)=[O:5])=[O:36])[CH2:30][CH2:31]1. The yield is 0.836. (5) The product is [CH3:8][O:9][C:10]1[N:15]=[N:14][C:13]([N:16]2[C:20]([C:21]3[CH:26]=[N:25][C:24]([CH3:27])=[CH:23][N:22]=3)=[CH:19][C:18]([C:28]([O:30][CH3:1])=[O:29])=[N:17]2)=[CH:12][CH:11]=1. The reactants are [CH3:1][Si](C=[N+]=[N-])(C)C.[CH3:8][O:9][C:10]1[N:15]=[N:14][C:13]([N:16]2[C:20]([C:21]3[CH:26]=[N:25][C:24]([CH3:27])=[CH:23][N:22]=3)=[CH:19][C:18]([C:28]([OH:30])=[O:29])=[N:17]2)=[CH:12][CH:11]=1. The catalyst is ClCCl.CO. The yield is 0.930. (6) The reactants are [CH2:1]1[C:9]2[C:4](=[CH:5][CH:6]=[C:7]([C:10]3([C:13]#N)[CH2:12][CH2:11]3)[CH:8]=2)[CH2:3][CH2:2]1.[OH-:15].[Na+].Cl.C[OH:19]. No catalyst specified. The product is [CH2:1]1[C:9]2[C:4](=[CH:5][CH:6]=[C:7]([C:10]3([C:13]([OH:19])=[O:15])[CH2:12][CH2:11]3)[CH:8]=2)[CH2:3][CH2:2]1. The yield is 0.470.